This data is from Catalyst prediction with 721,799 reactions and 888 catalyst types from USPTO. The task is: Predict which catalyst facilitates the given reaction. (1) Reactant: C([O:8][C:9]1[CH:10]=[C:11]([CH:36]=[CH:37][CH:38]=1)[C:12]([NH:14][C:15]1[CH:16]=[N:17][C:18]([N:21]2[C:25]([C:26]([F:29])([F:28])[F:27])=[CH:24][C:23]([C:30]3[CH:31]=[N:32][CH:33]=[CH:34][CH:35]=3)=[N:22]2)=[CH:19][CH:20]=1)=[O:13])C1C=CC=CC=1. Product: [OH:8][C:9]1[CH:10]=[C:11]([CH:36]=[CH:37][CH:38]=1)[C:12]([NH:14][C:15]1[CH:16]=[N:17][C:18]([N:21]2[C:25]([C:26]([F:28])([F:27])[F:29])=[CH:24][C:23]([C:30]3[CH:31]=[N:32][CH:33]=[CH:34][CH:35]=3)=[N:22]2)=[CH:19][CH:20]=1)=[O:13]. The catalyst class is: 29. (2) Reactant: [NH2:1][C:2]1[N:6]([C:7]2[CH:12]=[CH:11][C:10]([F:13])=[CH:9][CH:8]=2)[N:5]=[CH:4][C:3]=1[C:14]([NH:16][CH2:17][C:18]([CH2:24][NH2:25])([OH:23])[C:19]([F:22])([F:21])[F:20])=[O:15].C(N(C(C)C)CC)(C)C.[Cl:35][C:36]1[CH:44]=[CH:43][CH:42]=[C:41]([Cl:45])[C:37]=1[C:38](Cl)=[O:39]. Product: [NH2:1][C:2]1[N:6]([C:7]2[CH:8]=[CH:9][C:10]([F:13])=[CH:11][CH:12]=2)[N:5]=[CH:4][C:3]=1[C:14]([NH:16][CH2:17][C:18]([CH2:24][NH:25][C:38]([C:37]1[C:36]([Cl:35])=[CH:44][CH:43]=[CH:42][C:41]=1[Cl:45])=[O:39])([OH:23])[C:19]([F:22])([F:21])[F:20])=[O:15]. The catalyst class is: 7. (3) Reactant: [CH3:1][C:2]1([O:5][CH2:6][CH2:7][OH:8])[CH2:4][CH2:3]1.[OH-].[Na+].[CH3:11][C:12]1[CH:17]=[CH:16][C:15]([S:18](Cl)(=[O:20])=[O:19])=[CH:14][CH:13]=1. Product: [CH3:11][C:12]1[CH:17]=[CH:16][C:15]([S:18]([O:8][CH2:7][CH2:6][O:5][C:2]2([CH3:1])[CH2:4][CH2:3]2)(=[O:20])=[O:19])=[CH:14][CH:13]=1. The catalyst class is: 7. (4) Reactant: [H-].[H-].[H-].[H-].[Li+].[Al+3].[CH3:7][C:8]1[NH:9][C:10]2[C:15]([C:16]=1[C:17](=O)[C:18]([NH2:20])=O)=[CH:14][CH:13]=[CH:12][CH:11]=2.[OH-].[Na+].[O-]S([O-])(=O)=O.[Mg+2]. Product: [CH3:7][C:8]1[NH:9][C:10]2[C:15](=[CH:14][CH:13]=[CH:12][CH:11]=2)[C:16]=1[CH2:17][CH2:18][NH2:20]. The catalyst class is: 30. (5) Reactant: [H-].[Al+3].[Li+].[H-].[H-].[H-].[C:7]([NH:15][C:16]1[CH:17]=[C:18]([O:22]C(=O)C2C=CC=CC=2)[CH:19]=[CH:20][CH:21]=1)(=O)[C:8]1[CH:13]=[CH:12][CH:11]=[CH:10][CH:9]=1.C(O)C1C=CC=CC=1. Product: [CH2:7]([NH:15][C:16]1[CH:17]=[C:18]([OH:22])[CH:19]=[CH:20][CH:21]=1)[C:8]1[CH:9]=[CH:10][CH:11]=[CH:12][CH:13]=1. The catalyst class is: 7. (6) Reactant: [NH2:1][C:2]1[NH:3][C:4](=[O:41])[C:5]2[S:10][C:9](=[O:11])[N:8]([C@@H:12]3[O:29][C@H:28]([CH2:30][O:31]C(=O)C4C=CC=CC=4)[C@@:23]([CH3:40])([O:24]C(=O)C)[C@H:13]3[O:14]C(=O)C3C=CC=CC=3)[C:6]=2[N:7]=1.C([O-])([O-])=O.[K+].[K+].C(O)(=O)C. Product: [NH2:1][C:2]1[NH:3][C:4](=[O:41])[C:5]2[S:10][C:9](=[O:11])[N:8]([C@@H:12]3[O:29][C@H:28]([CH2:30][OH:31])[C@@:23]([CH3:40])([OH:24])[C@H:13]3[OH:14])[C:6]=2[N:7]=1. The catalyst class is: 5. (7) Reactant: [CH3:1][O:2][C:3]1[CH:4]=[C:5]([S:11]([N:14]2[CH2:18][CH2:17][CH:16]([NH:19][S:20]([C:23]3[CH:28]=[CH:27][C:26]([O:29][CH3:30])=[C:25]([O:31][CH3:32])[CH:24]=3)(=[O:22])=[O:21])[CH2:15]2)(=[O:13])=[O:12])[CH:6]=[CH:7][C:8]=1[O:9][CH3:10].[CH2:33](I)[CH:34]([CH3:36])[CH3:35].C(=O)([O-])[O-].[K+].[K+]. Product: [CH3:1][O:2][C:3]1[CH:4]=[C:5]([S:11]([N:14]2[CH2:18][CH2:17][CH:16]([N:19]([CH2:33][CH:34]([CH3:36])[CH3:35])[S:20]([C:23]3[CH:28]=[CH:27][C:26]([O:29][CH3:30])=[C:25]([O:31][CH3:32])[CH:24]=3)(=[O:22])=[O:21])[CH2:15]2)(=[O:12])=[O:13])[CH:6]=[CH:7][C:8]=1[O:9][CH3:10]. The catalyst class is: 10. (8) Reactant: [NH2:1][C:2]1[CH:7]=[CH:6][C:5]([C:8]2[CH2:12][CH2:11][N:10]([C:13](=[O:25])[CH2:14][C:15]3[CH:20]=[CH:19][C:18]([O:21][CH3:22])=[C:17]([O:23][CH3:24])[CH:16]=3)[N:9]=2)=[CH:4][CH:3]=1.[CH2:26]([S:28](Cl)(=[O:30])=[O:29])[CH3:27]. Product: [CH3:24][O:23][C:17]1[CH:16]=[C:15]([CH2:14][C:13]([N:10]2[CH2:11][CH2:12][C:8]([C:5]3[CH:4]=[CH:3][C:2]([NH:1][S:28]([CH2:26][CH3:27])(=[O:30])=[O:29])=[CH:7][CH:6]=3)=[N:9]2)=[O:25])[CH:20]=[CH:19][C:18]=1[O:21][CH3:22]. The catalyst class is: 6.